From a dataset of Full USPTO retrosynthesis dataset with 1.9M reactions from patents (1976-2016). Predict the reactants needed to synthesize the given product. (1) Given the product [NH:36]1[C:37]2[C:33](=[CH:32][CH:31]=[C:30]([NH:29][C:2]3[N:3]=[C:4]([NH:27][CH3:28])[C:5]4[C:10]([C:11]5[CH:12]=[N:13][CH:14]=[CH:15][CH:16]=5)=[CH:9][NH:8][C:6]=4[N:7]=3)[CH:38]=2)[CH:34]=[N:35]1, predict the reactants needed to synthesize it. The reactants are: Cl[C:2]1[N:3]=[C:4]([NH:27][CH3:28])[C:5]2[C:10]([C:11]3[CH:12]=[N:13][CH:14]=[CH:15][CH:16]=3)=[CH:9][N:8](S(C3C=CC(C)=CC=3)(=O)=O)[C:6]=2[N:7]=1.[NH2:29][C:30]1[CH:38]=[C:37]2[C:33]([CH:34]=[N:35][NH:36]2)=[CH:32][CH:31]=1.C[Si](Cl)(C)C. (2) Given the product [F:5][C:6]1[C:11]([F:12])=[C:10]([F:13])[CH:9]=[C:8]([F:14])[C:7]=1[C:15]([OH:18])=[O:16], predict the reactants needed to synthesize it. The reactants are: CC#N.O.[F:5][C:6]1[C:11]([F:12])=[C:10]([F:13])[CH:9]=[C:8]([F:14])[C:7]=1[CH2:15][OH:16].I([O-])(=O)(=O)=[O:18].[Na+]. (3) The reactants are: [C:1]([C:3]1[CH:8]=[C:7]([CH3:9])[CH:6]=[CH:5][C:4]=1[CH2:10][C:11]([O:13][CH3:14])=[O:12])#[CH:2].CCN(CC)CC.Cl[C:23]1[C:28]([C:29]([F:32])([F:31])[F:30])=[CH:27][N:26]=[C:25]([NH:33][C:34]2[CH:39]=[CH:38][C:37]([CH:40]3[CH2:45][CH2:44][N:43]([C:46]([O:48][C:49]([CH3:52])([CH3:51])[CH3:50])=[O:47])[CH2:42][CH2:41]3)=[CH:36][CH:35]=2)[N:24]=1.C1C=CC(P(C2C=CC=CC=2)C2C=CC=CC=2)=CC=1. Given the product [CH3:14][O:13][C:11](=[O:12])[CH2:10][C:4]1[CH:5]=[CH:6][C:7]([CH3:9])=[CH:8][C:3]=1[C:1]#[C:2][C:27]1[C:28]([C:29]([F:30])([F:31])[F:32])=[CH:23][N:24]=[C:25]([NH:33][C:34]2[CH:39]=[CH:38][C:37]([CH:40]3[CH2:41][CH2:42][N:43]([C:46]([O:48][C:49]([CH3:52])([CH3:51])[CH3:50])=[O:47])[CH2:44][CH2:45]3)=[CH:36][CH:35]=2)[N:26]=1, predict the reactants needed to synthesize it. (4) Given the product [Cl:1][C:2]1[CH:9]=[C:8]([N:10]([CH2:16][C:17]2[CH:22]=[CH:21][CH:20]=[CH:19][C:18]=2[Cl:23])[C@H:11]2[CH2:15][CH2:14][N:13]([S:31]([C:28]3[CH:29]=[CH:30][C:25]([Cl:24])=[CH:26][CH:27]=3)(=[O:33])=[O:32])[CH2:12]2)[CH:7]=[CH:6][C:3]=1[C:4]#[N:5], predict the reactants needed to synthesize it. The reactants are: [Cl:1][C:2]1[CH:9]=[C:8]([N:10]([CH2:16][C:17]2[CH:22]=[CH:21][CH:20]=[CH:19][C:18]=2[Cl:23])[C@H:11]2[CH2:15][CH2:14][NH:13][CH2:12]2)[CH:7]=[CH:6][C:3]=1[C:4]#[N:5].[Cl:24][C:25]1[CH:30]=[CH:29][C:28]([S:31](Cl)(=[O:33])=[O:32])=[CH:27][CH:26]=1. (5) The reactants are: [CH3:1][O:2][C:3]1[CH:8]=[CH:7][C:6]([N:9]2[CH2:14][CH2:13][CH:12]([N:15]3[CH2:19][CH2:18][C@@H:17]([NH2:20])[CH2:16]3)[CH2:11][CH2:10]2)=[CH:5][CH:4]=1.[C:21]([O:25][C:26]([NH:28][CH2:29][C:30](O)=[O:31])=[O:27])([CH3:24])([CH3:23])[CH3:22].C(Cl)CCl.O. Given the product [C:21]([O:25][C:26](=[O:27])[NH:28][CH2:29][C:30]([NH:20][C@@H:17]1[CH2:18][CH2:19][N:15]([CH:12]2[CH2:13][CH2:14][N:9]([C:6]3[CH:7]=[CH:8][C:3]([O:2][CH3:1])=[CH:4][CH:5]=3)[CH2:10][CH2:11]2)[CH2:16]1)=[O:31])([CH3:24])([CH3:22])[CH3:23], predict the reactants needed to synthesize it. (6) Given the product [CH3:26][S:23]([C:20]1[CH:21]=[CH:22][C:17]([CH:8]([CH2:7][CH:4]2[CH2:5][CH2:6][C:2](=[O:1])[CH2:3]2)[C:9]([NH:11][C:12]2[S:13][CH:14]=[CH:15][N:16]=2)=[O:10])=[CH:18][CH:19]=1)(=[O:24])=[O:25], predict the reactants needed to synthesize it. The reactants are: [OH:1][CH:2]1[CH2:6][CH2:5][CH:4]([CH2:7][CH:8]([C:17]2[CH:22]=[CH:21][C:20]([S:23]([CH3:26])(=[O:25])=[O:24])=[CH:19][CH:18]=2)[C:9]([NH:11][C:12]2[S:13][CH:14]=[CH:15][N:16]=2)=[O:10])[CH2:3]1.[Cr](Cl)([O-])(=O)=O.[NH+]1C=CC=CC=1. (7) Given the product [Cl:1][C:2]1[CH:3]=[C:4]2[C:9](=[CH:10][CH:11]=1)[N:8]=[CH:7][CH:6]=[C:5]2[CH2:12][N:13]1[C:21]([C:22]2[N:26]([CH3:27])[CH:25]=[N:24][CH:23]=2)=[C:20]2[C:15]([N:16]([CH2:31][CH:32]3[CH2:34][CH2:33]3)[C:17](=[O:30])[N:18]([CH3:29])[C:19]2=[S:36])=[N:14]1, predict the reactants needed to synthesize it. The reactants are: [Cl:1][C:2]1[CH:3]=[C:4]2[C:9](=[CH:10][CH:11]=1)[N:8]=[CH:7][CH:6]=[C:5]2[CH2:12][N:13]1[C:21]([C:22]2[N:26]([CH3:27])[CH:25]=[N:24][CH:23]=2)=[C:20]2[C:15]([N:16]([CH2:31][CH:32]3[CH2:34][CH2:33]3)[C:17](=[O:30])[N:18]([CH3:29])[C:19]2=O)=[N:14]1.P12(SP3(SP(SP(S3)(S1)=S)(=S)S2)=S)=[S:36].